From a dataset of Catalyst prediction with 721,799 reactions and 888 catalyst types from USPTO. Predict which catalyst facilitates the given reaction. (1) Reactant: [Cl-].O[NH3+:3].[C:4](=[O:7])([O-])[OH:5].[Na+].CS(C)=O.[CH2:13]([C:15]1[N:16]=[C:17]([CH2:42][CH2:43][CH3:44])[N:18]([CH2:27][C:28]2[CH:33]=[CH:32][C:31]([C:34]3[C:35]([C:40]#[N:41])=[CH:36][CH:37]=[CH:38][CH:39]=3)=[CH:30][CH:29]=2)[C:19](=[O:26])[C:20]=1[CH:21]([OH:25])[CH:22]([CH3:24])[CH3:23])[CH3:14]. Product: [CH2:13]([C:15]1[N:16]=[C:17]([CH2:42][CH2:43][CH3:44])[N:18]([CH2:27][C:28]2[CH:29]=[CH:30][C:31]([C:34]3[CH:39]=[CH:38][CH:37]=[CH:36][C:35]=3[C:40]3[NH:3][C:4](=[O:7])[O:5][N:41]=3)=[CH:32][CH:33]=2)[C:19](=[O:26])[C:20]=1[CH:21]([OH:25])[CH:22]([CH3:23])[CH3:24])[CH3:14]. The catalyst class is: 13. (2) Reactant: Br[C:2]1[CH:7]=[C:6]([Br:8])[CH:5]=[C:4]([Br:9])[CH:3]=1.C([Li])CCC.CCCCCC.Cl[Si:22]([C:35]1[CH:40]=[CH:39][CH:38]=[CH:37][CH:36]=1)([C:29]1[CH:34]=[CH:33][CH:32]=[CH:31][CH:30]=1)[C:23]1[CH:28]=[CH:27][CH:26]=[CH:25][CH:24]=1. Product: [Br:9][C:4]1[CH:3]=[C:2]([Si:22]([C:29]2[CH:30]=[CH:31][CH:32]=[CH:33][CH:34]=2)([C:35]2[CH:40]=[CH:39][CH:38]=[CH:37][CH:36]=2)[C:23]2[CH:24]=[CH:25][CH:26]=[CH:27][CH:28]=2)[CH:7]=[C:6]([Br:8])[CH:5]=1. The catalyst class is: 27. (3) Reactant: [CH3:1][NH:2][C:3]([NH:5][C:6]1[CH:11]=[CH:10][C:9]([C:12]2[N:17]=[C:16]3[N:18]([CH:21]4[CH2:26][CH2:25][N:24]([CH2:27][C:28]5[CH:29]=[N:30][CH:31]=[CH:32][CH:33]=5)[CH2:23][CH2:22]4)[N:19]=[CH:20][C:15]3=[C:14]([N:34]3[CH2:39][CH2:38][O:37][CH2:36][CH2:35]3)[N:13]=2)=[CH:8][CH:7]=1)=[O:4].C1C(=O)N([Cl:47])C(=O)C1. Product: [Cl:47][C:11]1[CH:10]=[C:9]([C:12]2[N:17]=[C:16]3[N:18]([CH:21]4[CH2:22][CH2:23][N:24]([CH2:27][C:28]5[CH:29]=[N:30][CH:31]=[CH:32][CH:33]=5)[CH2:25][CH2:26]4)[N:19]=[CH:20][C:15]3=[C:14]([N:34]3[CH2:39][CH2:38][O:37][CH2:36][CH2:35]3)[N:13]=2)[CH:8]=[CH:7][C:6]=1[NH:5][C:3]([NH:2][CH3:1])=[O:4]. The catalyst class is: 2. (4) Reactant: [Cl:1][C:2]1[CH:7]=[CH:6][CH:5]=[CH:4][C:3]=1[N:8]1[C:12]([C:13]2[S:14][C:15]([C:18]3[CH:23]=[CH:22][CH:21]=[C:20]([S:24]([CH3:27])(=[O:26])=[O:25])[CH:19]=3)=[CH:16][CH:17]=2)=[CH:11][C:10]([C:28](Cl)=[O:29])=[N:9]1.C(N(CC)C(C)C)(C)C.[NH:40]1[CH2:49][CH2:48][CH:43]([C:44]([O:46][CH3:47])=[O:45])[CH2:42][CH2:41]1. Product: [Cl:1][C:2]1[CH:7]=[CH:6][CH:5]=[CH:4][C:3]=1[N:8]1[C:12]([C:13]2[S:14][C:15]([C:18]3[CH:23]=[CH:22][CH:21]=[C:20]([S:24]([CH3:27])(=[O:26])=[O:25])[CH:19]=3)=[CH:16][CH:17]=2)=[CH:11][C:10]([C:28]([N:40]2[CH2:49][CH2:48][CH:43]([C:44]([O:46][CH3:47])=[O:45])[CH2:42][CH2:41]2)=[O:29])=[N:9]1. The catalyst class is: 142.